Dataset: NCI-60 drug combinations with 297,098 pairs across 59 cell lines. Task: Regression. Given two drug SMILES strings and cell line genomic features, predict the synergy score measuring deviation from expected non-interaction effect. (1) Cell line: HT29. Synergy scores: CSS=43.5, Synergy_ZIP=4.33, Synergy_Bliss=3.75, Synergy_Loewe=-1.76, Synergy_HSA=-1.43. Drug 1: CC1C(C(CC(O1)OC2CC(OC(C2O)C)OC3=CC4=CC5=C(C(=O)C(C(C5)C(C(=O)C(C(C)O)O)OC)OC6CC(C(C(O6)C)O)OC7CC(C(C(O7)C)O)OC8CC(C(C(O8)C)O)(C)O)C(=C4C(=C3C)O)O)O)O. Drug 2: C1=NC2=C(N=C(N=C2N1C3C(C(C(O3)CO)O)F)Cl)N. (2) Drug 1: CC1CCC2CC(C(=CC=CC=CC(CC(C(=O)C(C(C(=CC(C(=O)CC(OC(=O)C3CCCCN3C(=O)C(=O)C1(O2)O)C(C)CC4CCC(C(C4)OC)O)C)C)O)OC)C)C)C)OC. Drug 2: C1=NC(=NC(=O)N1C2C(C(C(O2)CO)O)O)N. Cell line: SF-295. Synergy scores: CSS=18.0, Synergy_ZIP=-5.46, Synergy_Bliss=-1.79, Synergy_Loewe=-2.15, Synergy_HSA=-0.315. (3) Drug 1: C1CCC(C(C1)N)N.C(=O)(C(=O)[O-])[O-].[Pt+4]. Drug 2: B(C(CC(C)C)NC(=O)C(CC1=CC=CC=C1)NC(=O)C2=NC=CN=C2)(O)O. Cell line: SN12C. Synergy scores: CSS=29.9, Synergy_ZIP=4.16, Synergy_Bliss=1.97, Synergy_Loewe=-1.26, Synergy_HSA=0.535. (4) Drug 1: CCC1(CC2CC(C3=C(CCN(C2)C1)C4=CC=CC=C4N3)(C5=C(C=C6C(=C5)C78CCN9C7C(C=CC9)(C(C(C8N6C=O)(C(=O)OC)O)OC(=O)C)CC)OC)C(=O)OC)O.OS(=O)(=O)O. Drug 2: CC(C)NC(=O)C1=CC=C(C=C1)CNNC.Cl. Cell line: PC-3. Synergy scores: CSS=24.9, Synergy_ZIP=-7.00, Synergy_Bliss=-1.89, Synergy_Loewe=-6.91, Synergy_HSA=0.882.